This data is from Full USPTO retrosynthesis dataset with 1.9M reactions from patents (1976-2016). The task is: Predict the reactants needed to synthesize the given product. (1) Given the product [OH:28][C:5]1[C:6]([CH3:23])=[C:7]([NH:12][C:13](=[O:14])[O:15][C:16]([CH3:19])([CH3:18])[CH3:17])[C:8]([CH3:11])=[CH:9][CH:10]=1, predict the reactants needed to synthesize it. The reactants are: C(=O)([O-])OC(C)(C)C[C:5]1[CH:10]=[CH:9][C:8]([CH3:11])=[C:7]([N:12](C(=O)C)[C:13]([O:15][C:16]([CH3:19])([CH3:18])[CH3:17])=[O:14])[C:6]=1[CH3:23].[OH2:28].NN.Cl. (2) Given the product [F:18][C:15]1[CH:14]=[CH:13][C:12]([N:8]2[C:9]3[C:4](=[CH:3][C:2]([N:26]([CH3:25])[CH2:27][C:28]4[CH:29]=[N:30][CH:31]=[CH:32][CH:33]=4)=[CH:11][CH:10]=3)[C:5](=[O:24])[C:6]([C:19]([O:21][CH2:22][CH3:23])=[O:20])=[CH:7]2)=[CH:17][CH:16]=1, predict the reactants needed to synthesize it. The reactants are: Br[C:2]1[CH:3]=[C:4]2[C:9](=[CH:10][CH:11]=1)[N:8]([C:12]1[CH:17]=[CH:16][C:15]([F:18])=[CH:14][CH:13]=1)[CH:7]=[C:6]([C:19]([O:21][CH2:22][CH3:23])=[O:20])[C:5]2=[O:24].[CH3:25][NH:26][CH2:27][C:28]1[CH:29]=[N:30][CH:31]=[CH:32][CH:33]=1.C(=O)([O-])[O-].[Cs+].[Cs+].C1(P(C2C=CC=CC=2)C2C3OC4C(=CC=CC=4P(C4C=CC=CC=4)C4C=CC=CC=4)C(C)(C)C=3C=CC=2)C=CC=CC=1. (3) Given the product [OH:27][CH:26]([C:25]1[CH:28]=[C:29]([O:30][CH3:31])[C:22]([O:21][CH3:20])=[CH:23][C:24]=1[N+:32]([O-:34])=[O:33])[C:15]#[C:14][C:13]([O:17][CH2:18][CH3:19])=[O:16], predict the reactants needed to synthesize it. The reactants are: C([Li])CCC.C(NC(C)C)(C)C.[C:13]([O:17][CH2:18][CH3:19])(=[O:16])[C:14]#[CH:15].[CH3:20][O:21][C:22]1[C:29]([O:30][CH3:31])=[CH:28][C:25]([CH:26]=[O:27])=[C:24]([N+:32]([O-:34])=[O:33])[CH:23]=1.C(O)(=O)C. (4) Given the product [Cl:1][C:2]1[N:10]=[C:9]2[C:5]([N:6]=[CH:7][N:8]2[CH:11]2[CH2:15][CH2:14][CH2:13][CH2:12]2)=[C:4]([NH:17][C@H:18]2[CH2:23][CH2:22][C@H:21]([OH:24])[CH2:20][CH2:19]2)[N:3]=1, predict the reactants needed to synthesize it. The reactants are: [Cl:1][C:2]1[N:10]=[C:9]2[C:5]([N:6]=[CH:7][N:8]2[CH:11]2[CH2:15][CH2:14][CH2:13][CH2:12]2)=[C:4](Cl)[N:3]=1.[NH2:17][C@H:18]1[CH2:23][CH2:22][C@H:21]([OH:24])[CH2:20][CH2:19]1. (5) Given the product [CH:23]1([C:21]([N:18]2[CH2:19][CH2:20][C@@H:16]([CH2:15][N:9]3[C:10](=[O:14])[N:11]([CH3:13])[N:12]=[C:8]3[C:5]3[CH:6]=[CH:7][C:2]([C:37]4[CH:36]=[CH:35][CH:34]=[C:33]([NH:32][S:29]([N:28]([CH3:42])[CH3:27])(=[O:31])=[O:30])[CH:38]=4)=[CH:3][C:4]=3[F:26])[CH2:17]2)=[O:22])[CH2:25][CH2:24]1, predict the reactants needed to synthesize it. The reactants are: Br[C:2]1[CH:7]=[CH:6][C:5]([C:8]2[N:9]([CH2:15][C@@H:16]3[CH2:20][CH2:19][N:18]([C:21]([CH:23]4[CH2:25][CH2:24]4)=[O:22])[CH2:17]3)[C:10](=[O:14])[N:11]([CH3:13])[N:12]=2)=[C:4]([F:26])[CH:3]=1.[CH3:27][N:28]([CH3:42])[S:29]([NH:32][C:33]1[CH:34]=[C:35](B(O)O)[CH:36]=[CH:37][CH:38]=1)(=[O:31])=[O:30].C([O-])([O-])=O.[K+].[K+].O1CCOCC1.